Dataset: Forward reaction prediction with 1.9M reactions from USPTO patents (1976-2016). Task: Predict the product of the given reaction. (1) Given the reactants [CH3:1][O:2][C:3]1[CH:8]=[C:7]([C:9]([F:12])([F:11])[F:10])[CH:6]=[CH:5][C:4]=1[N:13]1[C:18](=[O:19])[CH2:17][O:16][C:15]2[CH:20]=[C:21]([N+:24]([O-])=O)[CH:22]=[CH:23][C:14]1=2.C(O)(=O)C, predict the reaction product. The product is: [NH2:24][C:21]1[CH:22]=[CH:23][C:14]2[N:13]([C:4]3[CH:5]=[CH:6][C:7]([C:9]([F:12])([F:10])[F:11])=[CH:8][C:3]=3[O:2][CH3:1])[C:18](=[O:19])[CH2:17][O:16][C:15]=2[CH:20]=1. (2) Given the reactants Br[C:2]1[CH:3]=[C:4]2[C:9](=[CH:10][CH:11]=1)C=NC/[C:5]/2=[CH:12]\[NH:13][CH2:14][C:15]1[CH:20]=[CH:19][C:18]([O:21][CH:22]([F:24])[F:23])=[C:17]([OH:25])[CH:16]=1.[O:26]1[CH:30]=[CH:29][C:28](B(O)O)=[CH:27]1.C([O-])([O-])=[O:35].[Na+].[Na+].C[N:41]([CH3:44])[CH:42]=[O:43], predict the reaction product. The product is: [F:23][CH:22]([F:24])[O:21][C:18]1[CH:19]=[CH:20][C:15]([CH2:14][NH:13]/[CH:12]=[C:5]2\[C:44](=[O:35])[NH:41][C:42](=[O:43])[C:3]3[C:4]\2=[CH:9][C:10]([C:28]2[CH:29]=[CH:30][O:26][CH:27]=2)=[CH:11][CH:2]=3)=[CH:16][C:17]=1[OH:25]. (3) Given the reactants [CH2:1]([N:3]([CH:14]1[CH2:19][CH2:18][C:17]([O:21][CH3:22])([CH3:20])[CH2:16][CH2:15]1)[C:4]1[C:5]([CH3:13])=[C:6]([CH:10]=[CH:11][CH:12]=1)[C:7]([O-])=[O:8])[CH3:2].[OH-].[Na+].[NH2:25][CH2:26][C:27]1[C:28](=[O:35])[NH:29][C:30]([CH3:34])=[CH:31][C:32]=1[CH3:33].C1CN([P+](ON2N=NC3C=CC=CC2=3)(N2CCCC2)N2CCCC2)CC1.F[P-](F)(F)(F)(F)F.C(N(CC)CC)C, predict the reaction product. The product is: [CH3:33][C:32]1[CH:31]=[C:30]([CH3:34])[NH:29][C:28](=[O:35])[C:27]=1[CH2:26][NH:25][C:7](=[O:8])[C:6]1[CH:10]=[CH:11][CH:12]=[C:4]([N:3]([CH2:1][CH3:2])[CH:14]2[CH2:19][CH2:18][C:17]([O:21][CH3:22])([CH3:20])[CH2:16][CH2:15]2)[C:5]=1[CH3:13]. (4) Given the reactants CC1C=CC(S(OCC2CC3C=C(F)C=C(C4C=CC=CC=4)C=3O2)(=O)=O)=CC=1.[N-]=[N+]=[N-].[Na+].N(CC1CC2C=C(Cl)C=C(C3C=CSC=3)C=2O1)=[N+]=[N-].[N:52]([CH2:55][CH:56]1[CH2:60][C:59]2[CH:61]=[C:62]([F:71])[CH:63]=[C:64]([C:65]3[CH:70]=[CH:69][CH:68]=[CH:67][CH:66]=3)[C:58]=2[O:57]1)=[N+]=[N-].[N-]=[N+]=[N-], predict the reaction product. The product is: [F:71][C:62]1[CH:63]=[C:64]([C:65]2[CH:70]=[CH:69][CH:68]=[CH:67][CH:66]=2)[C:58]2[O:57][CH:56]([CH2:55][NH2:52])[CH2:60][C:59]=2[CH:61]=1. (5) The product is: [NH2:3][C:6]1[CH:7]=[N:8][C:9]2[C:14]([C:15]=1[NH:16][C@H:17]([CH3:31])[CH2:18][CH2:19][NH:20][C:21](=[O:30])[O:22][CH2:23][C:24]1[CH:29]=[CH:28][CH:27]=[CH:26][CH:25]=1)=[CH:13][CH:12]=[CH:11][CH:10]=2. Given the reactants [BH4-].[Na+].[N+:3]([C:6]1[CH:7]=[N:8][C:9]2[C:14]([C:15]=1[NH:16][C@H:17]([CH3:31])[CH2:18][CH2:19][NH:20][C:21](=[O:30])[O:22][CH2:23][C:24]1[CH:29]=[CH:28][CH:27]=[CH:26][CH:25]=1)=[CH:13][CH:12]=[CH:11][CH:10]=2)([O-])=O, predict the reaction product. (6) Given the reactants [CH3:1][O:2][C:3]([C:5]1[CH:10]=[CH:9][C:8]([OH:11])=[CH:7][N:6]=1)=[O:4].C(=O)([O-])[O-].[K+].[K+].[F:18][C:19]([F:32])([CH:29]([F:31])[F:30])[CH2:20]OS(C(F)(F)F)(=O)=O, predict the reaction product. The product is: [CH3:1][O:2][C:3]([C:5]1[CH:10]=[CH:9][C:8]([O:11][CH2:20][C:19]([F:32])([F:18])[CH:29]([F:31])[F:30])=[CH:7][N:6]=1)=[O:4]. (7) Given the reactants C([N:8]1[C:12]([CH:13]2[C:21]3[C:16](=[CH:17][CH:18]=[C:19]([CH2:22][CH:23]([CH3:25])[CH3:24])[CH:20]=3)[C:15](=[O:26])[CH2:14]2)=[CH:11][N:10]=[CH:9]1)C1C=CC=CC=1.[H][H], predict the reaction product. The product is: [NH:10]1[CH:11]=[C:12]([CH:13]2[C:21]3[C:16](=[CH:17][CH:18]=[C:19]([CH2:22][CH:23]([CH3:24])[CH3:25])[CH:20]=3)[CH:15]([OH:26])[CH2:14]2)[N:8]=[CH:9]1.